This data is from Forward reaction prediction with 1.9M reactions from USPTO patents (1976-2016). The task is: Predict the product of the given reaction. (1) Given the reactants [C:1]([C:3]1[CH:26]=[CH:25][C:6]([CH2:7][NH:8][C:9]([CH:11]([O:23][CH3:24])[C:12]2[C:13]([F:22])=[C:14]([CH:18]=[CH:19][C:20]=2[F:21])[C:15](O)=[O:16])=[O:10])=[CH:5][CH:4]=1)#[N:2].C(N1C=CN=C1)(N1C=CN=C1)=O.[NH:39]1[CH2:44][CH2:43][O:42][CH2:41][CH2:40]1.Cl.[NH2:46][OH:47], predict the reaction product. The product is: [F:22][C:13]1[C:14]([C:15]([N:39]2[CH2:44][CH2:43][O:42][CH2:41][CH2:40]2)=[O:16])=[CH:18][CH:19]=[C:20]([F:21])[C:12]=1[CH:11]([O:23][CH3:24])[C:9]([NH:8][CH2:7][C:6]1[CH:5]=[CH:4][C:3]([C:1](=[NH:2])[NH:46][OH:47])=[CH:26][CH:25]=1)=[O:10]. (2) Given the reactants Cl.[NH2:2][OH:3].C([O-])(=O)C.[Na+].CO.[CH3:11][O:12][C:13]1[CH:18]=[CH:17][C:16]([C:19](=O)[CH2:20][CH3:21])=[CH:15][CH:14]=1, predict the reaction product. The product is: [CH3:11][O:12][C:13]1[CH:18]=[CH:17][C:16]([C:19](=[N:2][OH:3])[CH2:20][CH3:21])=[CH:15][CH:14]=1. (3) The product is: [Br:33][CH2:20][C:13]1[NH:12][C:11]([C:21]2[N:22]=[CH:23][S:24][CH:25]=2)=[N:10][CH:9]([C:3]2[CH:4]=[CH:5][C:6]([Cl:8])=[CH:7][C:2]=2[Cl:1])[C:14]=1[C:15]([O:17][CH2:18][CH3:19])=[O:16]. Given the reactants [Cl:1][C:2]1[CH:7]=[C:6]([Cl:8])[CH:5]=[CH:4][C:3]=1[CH:9]1[C:14]([C:15]([O:17][CH2:18][CH3:19])=[O:16])=[C:13]([CH3:20])[NH:12][C:11]([C:21]2[N:22]=[CH:23][S:24][CH:25]=2)=[N:10]1.C1C(=O)N([Br:33])C(=O)C1, predict the reaction product. (4) Given the reactants Br[C:2]1[CH:10]=[CH:9][CH:8]=[C:7]2[C:3]=1[CH2:4][CH2:5][C:6]2=[O:11].[B:12]1([B:12]2[O:16][C:15]([CH3:18])([CH3:17])[C:14]([CH3:20])([CH3:19])[O:13]2)[O:16][C:15]([CH3:18])([CH3:17])[C:14]([CH3:20])([CH3:19])[O:13]1.CC([O-])=O.[K+], predict the reaction product. The product is: [CH3:19][C:14]1([CH3:20])[C:15]([CH3:18])([CH3:17])[O:16][B:12]([C:2]2[CH:10]=[CH:9][CH:8]=[C:7]3[C:3]=2[CH2:4][CH2:5][C:6]3=[O:11])[O:13]1. (5) Given the reactants [Cl:1][C:2]1[CH:7]=[CH:6][C:5]([C:8]2([CH3:37])[C:12]([C:14]3[CH:19]=[CH:18][C:17]([Cl:20])=[CH:16][CH:15]=3)([CH3:13])[N:11]([C:21](Cl)=[O:22])[C:10]([C:24]3[CH:29]=[C:28]([S:30]([CH3:33])(=[O:32])=[O:31])[CH:27]=[CH:26][C:25]=3[O:34][CH2:35][CH3:36])=[N:9]2)=[CH:4][CH:3]=1.Cl.Cl.[CH3:40][S:41]([CH2:44][CH2:45][CH2:46][N:47]1[CH2:52][CH2:51][NH:50][CH2:49][CH2:48]1)(=[O:43])=[O:42], predict the reaction product. The product is: [Cl:1][C:2]1[CH:7]=[CH:6][C:5]([C@@:8]2([CH3:37])[C@:12]([C:14]3[CH:15]=[CH:16][C:17]([Cl:20])=[CH:18][CH:19]=3)([CH3:13])[N:11]([C:21]([N:50]3[CH2:51][CH2:52][N:47]([CH2:46][CH2:45][CH2:44][S:41]([CH3:40])(=[O:42])=[O:43])[CH2:48][CH2:49]3)=[O:22])[C:10]([C:24]3[CH:29]=[C:28]([S:30]([CH3:33])(=[O:31])=[O:32])[CH:27]=[CH:26][C:25]=3[O:34][CH2:35][CH3:36])=[N:9]2)=[CH:4][CH:3]=1.